From a dataset of Full USPTO retrosynthesis dataset with 1.9M reactions from patents (1976-2016). Predict the reactants needed to synthesize the given product. (1) Given the product [CH:1]1([C:4]2[N:5]([C:14]3[N:15]=[C:16]([N:35]4[CH2:40][CH2:39][O:38][CH2:37][CH2:36]4)[C:17]4[N:23]=[C:22]([CH2:24][N:25]5[CH2:30][CH2:29][CH:28]([C:31]([OH:34])([CH3:33])[CH3:32])[CH2:27][CH2:26]5)[CH:21]=[CH:20][C:18]=4[N:19]=3)[C:6]3[CH:12]=[CH:11][CH:10]=[CH:9][C:7]=3[N:8]=2)[CH2:3][CH2:2]1, predict the reactants needed to synthesize it. The reactants are: [CH:1]1([C:4]2[NH:5][C:6]3[CH:12]=[CH:11][CH:10]=[CH:9][C:7]=3[N:8]=2)[CH2:3][CH2:2]1.Cl[C:14]1[N:15]=[C:16]([N:35]2[CH2:40][CH2:39][O:38][CH2:37][CH2:36]2)[C:17]2[N:23]=[C:22]([CH2:24][N:25]3[CH2:30][CH2:29][CH:28]([C:31]([OH:34])([CH3:33])[CH3:32])[CH2:27][CH2:26]3)[CH:21]=[CH:20][C:18]=2[N:19]=1. (2) Given the product [Cl:1][C:2]1[CH:3]=[CH:4][C:5]([C:28]([F:30])([F:31])[F:29])=[C:6]([CH:27]=1)[CH2:7][N:8]1[CH2:13][CH2:12][NH:11][C:10]2[N:14]=[CH:15][C:16]([C:18]3[CH:26]=[CH:25][C:21]([C:22]([N:39]4[CH2:40][CH2:41][CH2:42][CH:38]4[C:34]4[CH:33]=[N:32][CH:37]=[CH:36][CH:35]=4)=[O:23])=[CH:20][CH:19]=3)=[CH:17][C:9]1=2, predict the reactants needed to synthesize it. The reactants are: [Cl:1][C:2]1[CH:3]=[CH:4][C:5]([C:28]([F:31])([F:30])[F:29])=[C:6]([CH:27]=1)[CH2:7][N:8]1[CH2:13][CH2:12][NH:11][C:10]2[N:14]=[CH:15][C:16]([C:18]3[CH:26]=[CH:25][C:21]([C:22](O)=[O:23])=[CH:20][CH:19]=3)=[CH:17][C:9]1=2.[N:32]1[CH:37]=[CH:36][CH:35]=[C:34]([CH:38]2[CH2:42][CH2:41][CH2:40][NH:39]2)[CH:33]=1. (3) Given the product [Cl:33][C:26]1[CH:27]=[N+:28]([O-:32])[CH:29]=[C:30]([Cl:31])[C:25]=1[CH2:24][C@@H:23]([C:34]1[CH:39]=[CH:38][C:37]([O:40][CH:41]([F:42])[F:43])=[C:36]([O:44][CH2:45][CH:46]2[CH2:47][CH2:48]2)[CH:35]=1)[O:22][C:20](=[O:21])[CH2:19][N:18]([CH3:49])[CH2:17][C:16]1[CH:15]=[CH:14][C:13]([NH:8][S:9]([CH3:12])(=[O:11])=[O:10])=[CH:51][CH:50]=1, predict the reactants needed to synthesize it. The reactants are: C(OC([N:8]([C:13]1[CH:51]=[CH:50][C:16]([CH2:17][N:18]([CH3:49])[CH2:19][C:20]([O:22][C@H:23]([C:34]2[CH:39]=[CH:38][C:37]([O:40][CH:41]([F:43])[F:42])=[C:36]([O:44][CH2:45][CH:46]3[CH2:48][CH2:47]3)[CH:35]=2)[CH2:24][C:25]2[C:30]([Cl:31])=[CH:29][N+:28]([O-:32])=[CH:27][C:26]=2[Cl:33])=[O:21])=[CH:15][CH:14]=1)[S:9]([CH3:12])(=[O:11])=[O:10])=O)(C)(C)C.O1CCOCC1.C([O-])(O)=O.[Na+]. (4) The reactants are: [Cl:1][C:2]1[CH:3]=[N:4][C:5]([N:8]2[CH:12]=[C:11]([C:13]([O:15]CC)=[O:14])[CH:10]=[N:9]2)=[N:6][CH:7]=1.[Li+].[OH-]. Given the product [Cl:1][C:2]1[CH:7]=[N:6][C:5]([N:8]2[CH:12]=[C:11]([C:13]([OH:15])=[O:14])[CH:10]=[N:9]2)=[N:4][CH:3]=1, predict the reactants needed to synthesize it.